Dataset: Catalyst prediction with 721,799 reactions and 888 catalyst types from USPTO. Task: Predict which catalyst facilitates the given reaction. (1) Reactant: [I:1][C:2]1[CH:3]=[C:4]([CH:14]=[CH:15][CH:16]=1)[C:5](=[NH:13])[NH:6][C:7]1[CH:12]=[CH:11][CH:10]=[CH:9][CH:8]=1.Cl[CH2:18][CH:19]=O.C(=O)(O)[O-].[Na+]. Product: [I:1][C:2]1[CH:3]=[C:4]([C:5]2[N:6]([C:7]3[CH:12]=[CH:11][CH:10]=[CH:9][CH:8]=3)[CH:18]=[CH:19][N:13]=2)[CH:14]=[CH:15][CH:16]=1. The catalyst class is: 41. (2) Reactant: [N:1]([C@@H:4]([C@@H:29]([C:36]1[CH:41]=[CH:40][C:39]([F:42])=[CH:38][CH:37]=1)[CH:30]1[CH2:35][CH2:34][O:33][CH2:32][CH2:31]1)[C:5]([NH:7][C:8]1[CH:13]=[CH:12][CH:11]=[C:10]([F:14])[C:9]=1[CH2:15][CH2:16][CH:17]1[CH2:19][N@@:18]1[S:20]([C:23]1[CH:28]=[CH:27][CH:26]=[CH:25][CH:24]=1)(=[O:22])=[O:21])=[O:6])=[N+:2]=[N-:3].[NH2:43][CH2:44][C:45]1([CH2:48][OH:49])[CH2:47][CH2:46]1. Product: [N:1]([C@@H:4]([C@@H:29]([C:36]1[CH:41]=[CH:40][C:39]([F:42])=[CH:38][CH:37]=1)[CH:30]1[CH2:35][CH2:34][O:33][CH2:32][CH2:31]1)[C:5]([NH:7][C:8]1[CH:13]=[CH:12][CH:11]=[C:10]([F:14])[C:9]=1[CH2:15][CH2:16][C@H:17]([NH:18][S:20]([C:23]1[CH:24]=[CH:25][CH:26]=[CH:27][CH:28]=1)(=[O:22])=[O:21])[CH2:19][NH:43][CH2:44][C:45]1([CH2:48][OH:49])[CH2:47][CH2:46]1)=[O:6])=[N+:2]=[N-:3]. The catalyst class is: 325. (3) Reactant: [CH3:1][O:2][C:3](=[O:24])[C:4]1[CH:9]=[C:8]([F:10])[C:7]([CH2:11][NH:12][CH:13]=O)=[N:6][C:5]=1[NH:15][C:16]1[CH:21]=[CH:20][C:19]([Br:22])=[CH:18][C:17]=1[F:23].P(Cl)(Cl)(Cl)=O. Product: [CH3:1][O:2][C:3]([C:4]1[CH:9]=[C:8]([F:10])[C:7]2[N:6]([CH:13]=[N:12][CH:11]=2)[C:5]=1[NH:15][C:16]1[CH:21]=[CH:20][C:19]([Br:22])=[CH:18][C:17]=1[F:23])=[O:24]. The catalyst class is: 11. (4) Reactant: [CH2:1]([O:3][C:4](=[O:24])[CH2:5][C@@H:6]([NH:13][C:14]1[C:19]([N+:20]([O-:22])=[O:21])=[CH:18][CH:17]=[C:16](Cl)[N:15]=1)[C:7]1[CH:12]=[CH:11][CH:10]=[CH:9][CH:8]=1)[CH3:2].O.CCOC(C)=O.[CH3:32][N:33](C=O)C. Product: [CH2:1]([O:3][C:4](=[O:24])[CH2:5][C@@H:6]([NH:13][C:14]1[C:19]([N+:20]([O-:22])=[O:21])=[CH:18][CH:17]=[C:16]([C:32]#[N:33])[N:15]=1)[C:7]1[CH:12]=[CH:11][CH:10]=[CH:9][CH:8]=1)[CH3:2]. The catalyst class is: 267. (5) Reactant: Cl[CH2:2][CH2:3][N:4]1[CH2:9][CH2:8]O[CH2:6][CH2:5]1.[I-].[Na+].[C:12](=O)([O-])[O-].[Cs+].[Cs+].[Cl:18][C:19]1[C:20]([OH:39])=[CH:21][CH:22]=[C:23]2[C:28]=1[N:27]=[C:26]([C:29]1[N:30]=[C:31]([NH:34][CH:35]([CH3:37])[CH3:36])[O:32][CH:33]=1)[CH:25]=[C:24]2[OH:38].Cl. Product: [Cl:18][C:19]1[C:20]([O:39][CH2:2][CH2:3][N:4]2[CH2:9][CH2:8][CH2:12][CH2:6][CH2:5]2)=[CH:21][CH:22]=[C:23]2[C:28]=1[N:27]=[C:26]([C:29]1[N:30]=[C:31]([NH:34][CH:35]([CH3:36])[CH3:37])[O:32][CH:33]=1)[CH:25]=[C:24]2[OH:38]. The catalyst class is: 3.